Dataset: Forward reaction prediction with 1.9M reactions from USPTO patents (1976-2016). Task: Predict the product of the given reaction. The product is: [CH:17]([O:12][CH:10]([CH3:7])[CH3:24])([CH3:22])[CH3:18].[C:1]([N:4]1[CH2:5][CH2:6][CH:7]([C:39]2[CH:41]=[CH:42][C:36]([F:35])=[CH:37][CH:38]=2)[CH2:8][CH:9]1[C:34](=[O:13])[NH2:32])(=[O:3])[CH3:2]. Given the reactants [C:1]([N:4]1[CH2:9][CH2:8][CH:7]([C:10]([OH:12])=O)[CH2:6][CH2:5]1)(=[O:3])[CH3:2].[OH:13]N1[C:18]2C=CC=[CH:22][C:17]=2N=N1.Cl.[CH2:24](N=C=NCCC[N:32]([CH3:34])C)C.[F:35][C:36]1[CH:42]=[CH:41][C:39](N)=[CH:38][CH:37]=1, predict the reaction product.